This data is from Full USPTO retrosynthesis dataset with 1.9M reactions from patents (1976-2016). The task is: Predict the reactants needed to synthesize the given product. Given the product [CH3:32][N:29]1[CH:30]=[CH:31][C:27]([NH:26][C:8]([C:10]2[C:15]([NH:16][C:17]3[CH:18]=[N:19][CH:20]=[CH:21][CH:22]=3)=[CH:14][CH:13]=[C:12]([CH:23]3[CH2:24][CH2:25]3)[N:11]=2)=[O:9])=[N:28]1, predict the reactants needed to synthesize it. The reactants are: [Al](C)(C)C.C(O[C:8]([C:10]1[C:15]([NH:16][C:17]2[CH:18]=[N:19][CH:20]=[CH:21][CH:22]=2)=[CH:14][CH:13]=[C:12]([CH:23]2[CH2:25][CH2:24]2)[N:11]=1)=[O:9])C.[NH2:26][C:27]1[CH:31]=[CH:30][N:29]([CH3:32])[N:28]=1.